From a dataset of Catalyst prediction with 721,799 reactions and 888 catalyst types from USPTO. Predict which catalyst facilitates the given reaction. (1) Reactant: [N+](C1C=CC=CC=1S([N:13]1[CH2:19][CH2:18][CH2:17][N:16]2[N:20]=[C:21]([C:23]([NH:25][O:26][CH:27]3[CH2:32][CH2:31][CH2:30][CH2:29][O:28]3)=[O:24])[CH:22]=[C:15]2[CH2:14]1)(=O)=O)([O-])=O.C(=O)([O-])[O-].[Cs+].[Cs+].C1(S)C=CC=CC=1. Product: [O:28]1[CH2:29][CH2:30][CH2:31][CH2:32][CH:27]1[O:26][NH:25][C:23]([C:21]1[CH:22]=[C:15]2[CH2:14][NH:13][CH2:19][CH2:18][CH2:17][N:16]2[N:20]=1)=[O:24]. The catalyst class is: 10. (2) Reactant: [N:1]1([C:7]([O:9][C:10]([CH3:13])([CH3:12])[CH3:11])=[O:8])[CH2:6][CH2:5][S:4][CH2:3][CH2:2]1.C[OH:15]. Product: [C:10]([O:9][C:7]([N:1]1[CH2:2][C:3](=[O:15])[S:4][CH2:5][CH2:6]1)=[O:8])([CH3:13])([CH3:12])[CH3:11]. The catalyst class is: 6.